From a dataset of Forward reaction prediction with 1.9M reactions from USPTO patents (1976-2016). Predict the product of the given reaction. (1) Given the reactants C[O:2][C:3]([C:5]1[CH:10]=[CH:9][C:8]([CH2:11][C:12]2[C:13]([F:27])=[C:14]([C:20]3[CH:25]=[CH:24][CH:23]=[C:22]([Cl:26])[CH:21]=3)[C:15]([O:18][CH3:19])=[CH:16][CH:17]=2)=[CH:7][N:6]=1)=O.[H-].[Al+3].[Li+].[H-].[H-].[H-], predict the reaction product. The product is: [Cl:26][C:22]1[CH:21]=[C:20]([C:14]2[C:15]([O:18][CH3:19])=[CH:16][CH:17]=[C:12]([CH2:11][C:8]3[CH:9]=[CH:10][C:5]([CH2:3][OH:2])=[N:6][CH:7]=3)[C:13]=2[F:27])[CH:25]=[CH:24][CH:23]=1. (2) Given the reactants [C:1]([O:6][CH2:7][CH3:8])(=[O:5])[CH:2]([CH3:4])[CH3:3].C([NH-])(C)C.[Li+].[CH3:14][Sb:15](Br)[CH3:16], predict the reaction product. The product is: [CH3:14][Sb:15]([CH3:16])[C:2]([CH3:4])([CH3:3])[C:1]([O:6][CH2:7][CH3:8])=[O:5]. (3) The product is: [Br:1][C:2]1[CH:7]=[N:6][C:5]([O:8][CH3:9])=[C:4]2[N:10]([C:26]3[CH:27]=[C:28]([C:31]([O:33][CH3:34])=[O:32])[S:29][CH:30]=3)[N:11]=[C:12]([CH:13]3[CH2:14][CH2:15][CH2:16][CH2:17]3)[C:3]=12. Given the reactants [Br:1][C:2]1[CH:7]=[N:6][C:5]([O:8][CH3:9])=[C:4]2[NH:10][N:11]=[C:12]([CH:13]3[CH2:17][CH2:16][CH2:15][CH2:14]3)[C:3]=12.CC1(C)C(C)(C)OB([C:26]2[CH:27]=[C:28]([C:31]([O:33][CH3:34])=[O:32])[S:29][CH:30]=2)O1.N1C=CC=CC=1.O, predict the reaction product. (4) Given the reactants [C:1](O)(=O)C.Cl.[C:6]1([C@@H:12]2[CH2:14][C@H:13]2[N:15]([CH2:22][C:23]2([CH2:29][C:30]3[CH:31]=[C:32]([CH:37]=[CH:38][CH:39]=3)[C:33]([O:35][CH3:36])=[O:34])[CH2:28][CH2:27][NH:26][CH2:25][CH2:24]2)[C:16](=[O:21])[C:17]([F:20])([F:19])[F:18])[CH:11]=[CH:10][CH:9]=[CH:8][CH:7]=1.C=O.C(O[BH-](OC(=O)C)OC(=O)C)(=O)C.[Na+], predict the reaction product. The product is: [CH3:1][N:26]1[CH2:27][CH2:28][C:23]([CH2:29][C:30]2[CH:31]=[C:32]([CH:37]=[CH:38][CH:39]=2)[C:33]([O:35][CH3:36])=[O:34])([CH2:22][N:15]([C@@H:13]2[CH2:14][C@H:12]2[C:6]2[CH:11]=[CH:10][CH:9]=[CH:8][CH:7]=2)[C:16](=[O:21])[C:17]([F:20])([F:18])[F:19])[CH2:24][CH2:25]1. (5) Given the reactants [C:1]([O:5][C:6]([N:8]1[C@@H:13]([C@@H:14]([OH:24])[C@@H:15]([NH2:23])[CH2:16][C:17]2[CH:22]=[CH:21][CH:20]=[CH:19][CH:18]=2)[CH2:12][O:11][C@@H:10]([CH2:25][CH2:26][CH:27]2[CH2:32][CH2:31][CH2:30][CH2:29][CH2:28]2)[CH2:9]1)=[O:7])([CH3:4])([CH3:3])[CH3:2].C(N(CC)CC)C.[C:40](OC(=O)C)(=[O:42])[CH3:41], predict the reaction product. The product is: [C:1]([O:5][C:6]([N:8]1[C@@H:13]([C@@H:14]([OH:24])[C@@H:15]([NH:23][C:40](=[O:42])[CH3:41])[CH2:16][C:17]2[CH:22]=[CH:21][CH:20]=[CH:19][CH:18]=2)[CH2:12][O:11][C@@H:10]([CH2:25][CH2:26][CH:27]2[CH2:32][CH2:31][CH2:30][CH2:29][CH2:28]2)[CH2:9]1)=[O:7])([CH3:4])([CH3:2])[CH3:3]. (6) Given the reactants [O:1]=[C:2]1[CH2:5][CH:4]([C:6]([O:8][CH2:9][C:10]2[CH:15]=[CH:14][CH:13]=[CH:12][CH:11]=2)=[O:7])[CH2:3]1.C(O[AlH-](OC(C)(C)C)OC(C)(C)C)(C)(C)C.[Li+], predict the reaction product. The product is: [OH:1][C@@H:2]1[CH2:5][C@H:4]([C:6]([O:8][CH2:9][C:10]2[CH:15]=[CH:14][CH:13]=[CH:12][CH:11]=2)=[O:7])[CH2:3]1.